Dataset: Full USPTO retrosynthesis dataset with 1.9M reactions from patents (1976-2016). Task: Predict the reactants needed to synthesize the given product. (1) Given the product [Cl:5][C:6]1[C:11]([C:12]([OH:14])=[O:13])=[C:10]([F:15])[C:9]([OH:16])=[CH:8][CH:7]=1, predict the reactants needed to synthesize it. The reactants are: B(Br)(Br)Br.[Cl:5][C:6]1[C:11]([C:12]([OH:14])=[O:13])=[C:10]([F:15])[C:9]([O:16]C)=[CH:8][CH:7]=1.O.[OH-].[Na+]. (2) Given the product [C:18]([C:20]1[CH:27]=[CH:26][C:23]([CH2:24][N:1]2[CH2:6][CH2:5][C:4]3([CH2:12][CH2:11][C:10](=[O:13])[C:9]4[CH:14]=[CH:15][CH:16]=[CH:17][C:8]=4[NH:7]3)[CH2:3][CH2:2]2)=[CH:22][CH:21]=1)#[N:19], predict the reactants needed to synthesize it. The reactants are: [NH:1]1[CH2:6][CH2:5][C:4]2([CH2:12][CH2:11][C:10](=[O:13])[C:9]3[CH:14]=[CH:15][CH:16]=[CH:17][C:8]=3[NH:7]2)[CH2:3][CH2:2]1.[C:18]([C:20]1[CH:27]=[CH:26][C:23]([CH2:24]Br)=[CH:22][CH:21]=1)#[N:19]. (3) The reactants are: [C:1]([C:3]1[CH:10]=[CH:9][C:6]([CH2:7][NH2:8])=[CH:5][CH:4]=1)#[N:2].C[O:12][C:13](=O)[C:14]1[C:19]([I:20])=[CH:18][C:17]([F:21])=[CH:16][C:15]=1[CH2:22]Br.C([O-])([O-])=O.[K+].[K+]. Given the product [F:21][C:17]1[CH:16]=[C:15]2[C:14](=[C:19]([I:20])[CH:18]=1)[C:13](=[O:12])[N:2]([CH2:1][C:3]1[CH:10]=[CH:9][C:6]([C:7]#[N:8])=[CH:5][CH:4]=1)[CH2:22]2, predict the reactants needed to synthesize it.